From a dataset of Reaction yield outcomes from USPTO patents with 853,638 reactions. Predict the reaction yield, written as a fraction of the theoretical maximum amount of product (1.0 means a 100% yield; for example, 0.34 means a 34% yield). (1) The reactants are [I:1][C:2]1[C:6]([C:7]2[CH:12]=[CH:11][N:10]=[C:9](SC)[N:8]=2)=[CH:5][N:4]([CH:15]([CH3:17])[CH3:16])[N:3]=1.O[O:19][S:20]([O-:22])=O.[K+].[CH3:24]CCCCC.CCOC(C)=O. The catalyst is C1COCC1.O. The product is [I:1][C:2]1[C:6]([C:7]2[CH:12]=[CH:11][N:10]=[C:9]([S:20]([CH3:24])(=[O:22])=[O:19])[N:8]=2)=[CH:5][N:4]([CH:15]([CH3:16])[CH3:17])[N:3]=1. The yield is 0.949. (2) The reactants are [CH3:1][C:2]1[C:6]([CH2:7][N:8]2[CH:12]=[C:11]([N:13]3[C:17](=[O:18])[CH2:16][NH:15][C:14]3=[O:19])[CH:10]=[N:9]2)=[C:5]([CH3:20])[O:4][N:3]=1.Br[CH2:22][C:23]1[CH:28]=[CH:27][CH:26]=[CH:25][C:24]=1[O:29][CH3:30]. No catalyst specified. The product is [CH3:1][C:2]1[C:6]([CH2:7][N:8]2[CH:12]=[C:11]([N:13]3[C:17](=[O:18])[CH2:16][N:15]([CH2:22][C:23]4[CH:28]=[CH:27][CH:26]=[CH:25][C:24]=4[O:29][CH3:30])[C:14]3=[O:19])[CH:10]=[N:9]2)=[C:5]([CH3:20])[O:4][N:3]=1. The yield is 0.330. (3) The reactants are [N:1]1[C:8]([Cl:9])=[N:7][C:5](Cl)=[N:4][C:2]=1[Cl:3].[NH:10]1[CH2:15][CH2:14][O:13][CH2:12][CH2:11]1.CCN(CC)CC. The catalyst is C(Cl)Cl. The product is [Cl:9][C:8]1[N:1]=[C:2]([Cl:3])[N:4]=[C:5]([N:10]2[CH2:15][CH2:14][O:13][CH2:12][CH2:11]2)[N:7]=1. The yield is 0.950. (4) The reactants are [F:1][C:2]1([F:23])[CH2:6][N:5]([C:7]2[CH:12]=[CH:11][C:10]([N+:13]([O-:15])=[O:14])=[C:9]([C:16]([F:19])([F:18])[F:17])[CH:8]=2)[C@H:4]([C:20]([OH:22])=[O:21])[CH2:3]1.S(Cl)(Cl)=O.[CH3:28]O. No catalyst specified. The product is [F:23][C:2]1([F:1])[CH2:6][N:5]([C:7]2[CH:12]=[CH:11][C:10]([N+:13]([O-:15])=[O:14])=[C:9]([C:16]([F:19])([F:18])[F:17])[CH:8]=2)[C@H:4]([C:20]([O:22][CH3:28])=[O:21])[CH2:3]1. The yield is 0.480. (5) The reactants are CS(O[CH:6]([C:22]1[CH:27]=[CH:26][C:25]([Br:28])=[CH:24][CH:23]=1)[CH2:7][CH2:8][CH:9](OS(C)(=O)=O)[C:10]1[CH:15]=[CH:14][C:13]([Br:16])=[CH:12][CH:11]=1)(=O)=O.[CH:29]1([C:32]2[CH:38]=[CH:37][C:35]([NH2:36])=[CH:34][CH:33]=2)[CH2:31][CH2:30]1. The catalyst is CN(C=O)C. The product is [Br:16][C:13]1[CH:14]=[CH:15][C:10]([CH:9]2[CH2:8][CH2:7][CH:6]([C:22]3[CH:27]=[CH:26][C:25]([Br:28])=[CH:24][CH:23]=3)[N:36]2[C:35]2[CH:37]=[CH:38][C:32]([CH:29]3[CH2:31][CH2:30]3)=[CH:33][CH:34]=2)=[CH:11][CH:12]=1. The yield is 0.760. (6) The reactants are [Cl:1][C:2]1[CH:3]=[C:4]([C:8]2[CH:13]=[C:12]([C:14](=[O:33])[NH:15][CH2:16][CH2:17][CH2:18][CH2:19][CH2:20][CH2:21][CH2:22][CH2:23][N:24]3[C:32]4[C:27](=[CH:28][CH:29]=[CH:30][CH:31]=4)[CH:26]=[CH:25]3)[CH:11]=[C:10]([C:34]3[CH:39]=[CH:38][CH:37]=[C:36]([Cl:40])[CH:35]=3)[C:9]=2[O:41][CH2:42][CH2:43][CH2:44][CH2:45][C:46]([O:48]CC)=[O:47])[CH:5]=[CH:6][CH:7]=1.[OH-].[K+]. The catalyst is C1COCC1.CO. The product is [Cl:1][C:2]1[CH:3]=[C:4]([C:8]2[CH:13]=[C:12]([C:14](=[O:33])[NH:15][CH2:16][CH2:17][CH2:18][CH2:19][CH2:20][CH2:21][CH2:22][CH2:23][N:24]3[C:32]4[C:27](=[CH:28][CH:29]=[CH:30][CH:31]=4)[CH:26]=[CH:25]3)[CH:11]=[C:10]([C:34]3[CH:39]=[CH:38][CH:37]=[C:36]([Cl:40])[CH:35]=3)[C:9]=2[O:41][CH2:42][CH2:43][CH2:44][CH2:45][C:46]([OH:48])=[O:47])[CH:5]=[CH:6][CH:7]=1. The yield is 0.630. (7) The reactants are CS(C)=O.C(Cl)(=O)C(Cl)=O.C(=O)=O.CC(C)=O.[OH:18][CH2:19][C@@H:20]1[CH2:24][C:23]([CH3:25])=[CH:22][N:21]1[C:26]([C:28]1[CH:33]=[C:32]([O:34][CH3:35])[C:31]([O:36][Si:37]([CH:44]([CH3:46])[CH3:45])([CH:41]([CH3:43])[CH3:42])[CH:38]([CH3:40])[CH3:39])=[CH:30][C:29]=1[NH:47][C:48](=[O:53])[O:49][CH2:50][CH:51]=[CH2:52])=[O:27].C(N(CC)CC)C. The catalyst is ClCCl. The product is [OH:18][C@@H:19]1[N:47]([C:48]([O:49][CH2:50][CH:51]=[CH2:52])=[O:53])[C:29]2[CH:30]=[C:31]([O:36][Si:37]([CH:41]([CH3:42])[CH3:43])([CH:44]([CH3:45])[CH3:46])[CH:38]([CH3:39])[CH3:40])[C:32]([O:34][CH3:35])=[CH:33][C:28]=2[C:26](=[O:27])[N:21]2[CH:22]=[C:23]([CH3:25])[CH2:24][C@@H:20]12. The yield is 0.660. (8) The reactants are [F:1][C:2]1[CH:7]=[CH:6][C:5]([C:8]2[CH:13]=[C:12]([CH:14]([CH3:16])[CH3:15])[N:11]=[C:10]([OH:17])[N:9]=2)=[CH:4][CH:3]=1.CN(C=O)C.[Br:23]N1C(=O)CCC1=O. The catalyst is O. The product is [Br:23][C:13]1[C:8]([C:5]2[CH:4]=[CH:3][C:2]([F:1])=[CH:7][CH:6]=2)=[N:9][C:10]([OH:17])=[N:11][C:12]=1[CH:14]([CH3:15])[CH3:16]. The yield is 0.970. (9) The reactants are Cl[CH2:2][C:3]1[N:4]=[C:5]([C:8]2[CH:13]=[CH:12][C:11]([Cl:14])=[CH:10][CH:9]=2)[S:6][CH:7]=1.[C-:15]#[N:16].[K+]. The catalyst is C(#N)C.C1OCCOCCOCCOCCOCCOC1. The product is [Cl:14][C:11]1[CH:12]=[CH:13][C:8]([C:5]2[S:6][CH:7]=[C:3]([CH2:2][C:15]#[N:16])[N:4]=2)=[CH:9][CH:10]=1. The yield is 0.820. (10) The reactants are C(O)(C(F)(F)F)=O.COC1C=CC(C[N:15]2[C:19]3=[N:20][CH:21]=[C:22]([C:37]([F:40])([F:39])[F:38])[C:23]([N:24]4[CH2:29][CH2:28][N:27](C(OC(C)(C)C)=O)[CH2:26][CH2:25]4)=[C:18]3[CH:17]=[N:16]2)=CC=1.C(Cl)[Cl:44]. No catalyst specified. The product is [ClH:44].[ClH:44].[N:24]1([C:23]2[C:22]([C:37]([F:39])([F:40])[F:38])=[CH:21][N:20]=[C:19]3[NH:15][N:16]=[CH:17][C:18]=23)[CH2:25][CH2:26][NH:27][CH2:28][CH2:29]1. The yield is 0.940.